From a dataset of Forward reaction prediction with 1.9M reactions from USPTO patents (1976-2016). Predict the product of the given reaction. The product is: [F:37][C:38]1[CH:39]=[C:40]([CH:58]=[C:59]([F:61])[CH:60]=1)[CH2:41][N:42]1[C:46]([CH3:47])=[C:45]([C:2]2[C:10]3[C:5](=[N:6][CH:7]=[C:8]([C:11]4[CH:12]=[C:13]([O:25][CH3:26])[C:14]([NH:17][C:18](=[O:24])[O:19][C:20]([CH3:23])([CH3:22])[CH3:21])=[N:15][CH:16]=4)[CH:9]=3)[N:4]([S:27]([C:30]3[CH:36]=[CH:35][C:33]([CH3:34])=[CH:32][CH:31]=3)(=[O:29])=[O:28])[CH:3]=2)[C:44]([CH3:57])=[N:43]1. Given the reactants I[C:2]1[C:10]2[C:5](=[N:6][CH:7]=[C:8]([C:11]3[CH:12]=[C:13]([O:25][CH3:26])[C:14]([NH:17][C:18](=[O:24])[O:19][C:20]([CH3:23])([CH3:22])[CH3:21])=[N:15][CH:16]=3)[CH:9]=2)[N:4]([S:27]([C:30]2[CH:36]=[CH:35][C:33]([CH3:34])=[CH:32][CH:31]=2)(=[O:29])=[O:28])[CH:3]=1.[F:37][C:38]1[CH:39]=[C:40]([CH:58]=[C:59]([F:61])[CH:60]=1)[CH2:41][N:42]1[C:46]([CH3:47])=[C:45](B2OC(C)(C)C(C)(C)O2)[C:44]([CH3:57])=[N:43]1.C(=O)([O-])[O-].[Na+].[Na+], predict the reaction product.